Dataset: NCI-60 drug combinations with 297,098 pairs across 59 cell lines. Task: Regression. Given two drug SMILES strings and cell line genomic features, predict the synergy score measuring deviation from expected non-interaction effect. (1) Drug 1: CC1=C(C=C(C=C1)C(=O)NC2=CC(=CC(=C2)C(F)(F)F)N3C=C(N=C3)C)NC4=NC=CC(=N4)C5=CN=CC=C5. Drug 2: C1CCC(C(C1)N)N.C(=O)(C(=O)[O-])[O-].[Pt+4]. Cell line: HCC-2998. Synergy scores: CSS=18.8, Synergy_ZIP=-4.81, Synergy_Bliss=-0.933, Synergy_Loewe=-1.81, Synergy_HSA=-1.12. (2) Drug 1: CC12CCC3C(C1CCC2=O)CC(=C)C4=CC(=O)C=CC34C. Drug 2: C1CCC(CC1)NC(=O)N(CCCl)N=O. Cell line: RXF 393. Synergy scores: CSS=36.5, Synergy_ZIP=-1.36, Synergy_Bliss=1.37, Synergy_Loewe=-1.67, Synergy_HSA=2.59.